Predict which catalyst facilitates the given reaction. From a dataset of Catalyst prediction with 721,799 reactions and 888 catalyst types from USPTO. (1) The catalyst class is: 190. Reactant: [Cl-].[NH4+].[F:3][CH:4]([F:23])[C@H:5]([C:7]1[CH:12]=[CH:11][C:10]([C:13]2[CH:18]=[C:17]([N+:19]([O-])=O)[CH:16]=[C:15]([F:22])[CH:14]=2)=[CH:9][CH:8]=1)[OH:6]. Product: [NH2:19][C:17]1[CH:18]=[C:13]([C:10]2[CH:9]=[CH:8][C:7]([C@H:5]([OH:6])[CH:4]([F:23])[F:3])=[CH:12][CH:11]=2)[CH:14]=[C:15]([F:22])[CH:16]=1. (2) Reactant: [C:1]12([C:11]3[CH:30]=[CH:29][C:14]([O:15][CH2:16][C:17]([NH:19][C:20]4[CH:21]=[C:22]([CH:26]=[CH:27][N:28]=4)[C:23](O)=[O:24])=[O:18])=[CH:13][CH:12]=3)[CH2:10][CH:5]3[CH2:6][CH:7]([CH2:9][CH:3]([CH2:4]3)[CH2:2]1)[CH2:8]2.[NH2:31][CH2:32][CH2:33][CH2:34][N:35]1[CH:39]=[CH:38][N:37]=[CH:36]1.C1CN([P+](ON2N=NC3C=CC=CC2=3)(N2CCCC2)N2CCCC2)CC1.F[P-](F)(F)(F)(F)F.CO. Product: [C:1]12([C:11]3[CH:12]=[CH:13][C:14]([O:15][CH2:16][C:17]([NH:19][C:20]4[CH:21]=[C:22]([CH:26]=[CH:27][N:28]=4)[C:23]([NH:31][CH2:32][CH2:33][CH2:34][N:35]4[CH:39]=[CH:38][N:37]=[CH:36]4)=[O:24])=[O:18])=[CH:29][CH:30]=3)[CH2:2][CH:3]3[CH2:9][CH:7]([CH2:6][CH:5]([CH2:4]3)[CH2:10]1)[CH2:8]2. The catalyst class is: 241. (3) The catalyst class is: 19. Product: [C:1]([C:4]1[CH:5]=[C:6]([NH2:13])[CH:7]=[C:8]2[C:12]=1[NH:11][CH:10]=[CH:9]2)(=[O:3])[CH3:2]. Reactant: [C:1]([C:4]1[CH:5]=[C:6]([N+:13]([O-])=O)[CH:7]=[C:8]2[C:12]=1[NH:11][CH:10]=[CH:9]2)(=[O:3])[CH3:2].